From a dataset of Full USPTO retrosynthesis dataset with 1.9M reactions from patents (1976-2016). Predict the reactants needed to synthesize the given product. (1) Given the product [ClH:20].[C:9]1([C:1]2[CH:6]=[CH:5][CH:4]=[CH:3][C:2]=2[CH:7]=[N:19][NH:18][C:15]([NH2:17])=[NH:16])[CH:14]=[CH:13][CH:12]=[CH:11][CH:10]=1, predict the reactants needed to synthesize it. The reactants are: [C:1]1([C:9]2[CH:14]=[CH:13][CH:12]=[CH:11][CH:10]=2)[C:2]([CH:7]=O)=[CH:3][CH:4]=[CH:5][CH:6]=1.[C:15]([NH:18][NH2:19])([NH2:17])=[NH:16].[ClH:20]. (2) Given the product [CH3:1][C:3]1[CH:8]=[CH:7][CH:6]=[C:5]([CH3:39])[C:4]=1[C:11]1[CH:12]=[C:13]2[C:19]([CH:20]([OH:21])[CH2:31][CH:32]([CH3:34])[CH3:33])=[CH:18][N:17]([C:22]3[CH:27]=[CH:26][C:25]([CH:28]([CH3:29])[CH3:30])=[CH:24][CH:23]=3)[C:14]2=[CH:15][N:16]=1, predict the reactants needed to synthesize it. The reactants are: [CH2:1]([C:3]1[CH:8]=[CH:7][CH:6]=[C:5](CC)[C:4]=1[C:11]1[CH:12]=[C:13]2[C:19]([CH:20]=[O:21])=[CH:18][N:17]([C:22]3[CH:27]=[CH:26][C:25]([CH:28]([CH3:30])[CH3:29])=[CH:24][CH:23]=3)[C:14]2=[CH:15][N:16]=1)C.[CH2:31]([Mg]Cl)[CH:32]([CH3:34])[CH3:33].[NH4+].[Cl-].[CH2:39]1COCC1.